This data is from Reaction yield outcomes from USPTO patents with 853,638 reactions. The task is: Predict the reaction yield, written as a fraction of the theoretical maximum amount of product (1.0 means a 100% yield; for example, 0.34 means a 34% yield). The reactants are CS(O[CH2:6][C:7]1[O:8][CH:9]=[C:10]([O:14][CH2:15][CH2:16][CH2:17][CH2:18][CH2:19][O:20][C:21]2[C:30]3[C:25](=[C:26]([C:31]([F:34])([F:33])[F:32])[CH:27]=[CH:28][CH:29]=3)[N:24]=[CH:23][CH:22]=2)[C:11](=[O:13])[CH:12]=1)(=O)=O.[CH3:35][N:36]1[CH2:41][CH2:40][NH:39][CH2:38][CH2:37]1. The catalyst is ClCCl. The product is [F:34][C:31]([F:33])([F:32])[C:26]1[CH:27]=[CH:28][CH:29]=[C:30]2[C:25]=1[N:24]=[CH:23][CH:22]=[C:21]2[O:20][CH2:19][CH2:18][CH2:17][CH2:16][CH2:15][O:14][C:10]1[C:11](=[O:13])[CH:12]=[C:7]([CH2:6][N:39]2[CH2:40][CH2:41][N:36]([CH3:35])[CH2:37][CH2:38]2)[O:8][CH:9]=1. The yield is 0.150.